From a dataset of Forward reaction prediction with 1.9M reactions from USPTO patents (1976-2016). Predict the product of the given reaction. (1) Given the reactants [C:1]([O:20][CH2:21][CH:22]([CH2:24][OH:25])[OH:23])(=[O:19])[CH2:2][CH2:3][CH2:4][CH2:5][CH2:6][CH2:7][CH2:8]/[CH:9]=[CH:10]\[CH2:11]/[CH:12]=[CH:13]\[CH2:14][CH2:15][CH2:16][CH2:17][CH3:18].[C:26]1(=[O:32])[O:31][C:29](=[O:30])[CH2:28][CH2:27]1, predict the reaction product. The product is: [C:1]([O:20][CH2:21][CH:22]([CH2:24][OH:25])[OH:23])(=[O:19])[CH2:2][CH2:3][CH2:4][CH2:5][CH2:6][CH2:7][CH2:8]/[CH:9]=[CH:10]\[CH2:11]/[CH:12]=[CH:13]\[CH2:14][CH2:15][CH2:16][CH2:17][CH3:18].[C:26]([O-:31])(=[O:32])[CH2:27][CH2:28][C:29]([O-:19])=[O:30]. (2) The product is: [Br:1][C:2]1[CH:7]=[CH:6][C:5]([CH:17]=[O:18])=[CH:4][N:3]=1. Given the reactants [Br:1][C:2]1[CH:7]=[CH:6][C:5](Br)=[CH:4][N:3]=1.[Li]CCCC.CN([CH:17]=[O:18])C.Cl, predict the reaction product.